Dataset: Reaction yield outcomes from USPTO patents with 853,638 reactions. Task: Predict the reaction yield, written as a fraction of the theoretical maximum amount of product (1.0 means a 100% yield; for example, 0.34 means a 34% yield). (1) The reactants are [NH:1]1[CH2:6][CH2:5][CH:4]([CH2:7][OH:8])[CH2:3][CH2:2]1.C(N(CC)CC)C.[CH2:16]([O:23][C:24](Cl)=[O:25])[C:17]1[CH:22]=[CH:21][CH:20]=[CH:19][CH:18]=1. The catalyst is ClCCl. The product is [CH2:16]([O:23][C:24]([N:1]1[CH2:6][CH2:5][CH:4]([CH2:7][OH:8])[CH2:3][CH2:2]1)=[O:25])[C:17]1[CH:22]=[CH:21][CH:20]=[CH:19][CH:18]=1. The yield is 0.770. (2) The yield is 0.270. The reactants are [Cl-].O[NH3+:3].[C:4](=[O:7])([O-])[OH:5].[Na+].CS(C)=O.[CH2:13]([C:17]1[N:18]=[C:19]([CH3:47])[N:20]([CH2:39][C:40]2[S:44][C:43]([CH3:45])=[N:42][C:41]=2[CH3:46])[C:21](=[O:38])[C:22]=1[CH2:23][C:24]1[CH:29]=[CH:28][C:27]([C:30]2[C:31]([C:36]#[N:37])=[CH:32][CH:33]=[CH:34][CH:35]=2)=[CH:26][CH:25]=1)[CH2:14][CH2:15][CH3:16]. The product is [CH2:13]([C:17]1[N:18]=[C:19]([CH3:47])[N:20]([CH2:39][C:40]2[S:44][C:43]([CH3:45])=[N:42][C:41]=2[CH3:46])[C:21](=[O:38])[C:22]=1[CH2:23][C:24]1[CH:25]=[CH:26][C:27]([C:30]2[CH:35]=[CH:34][CH:33]=[CH:32][C:31]=2[C:36]2[NH:3][C:4](=[O:7])[O:5][N:37]=2)=[CH:28][CH:29]=1)[CH2:14][CH2:15][CH3:16]. The catalyst is C(OCC)(=O)C. (3) The reactants are [F:1][C@@:2]1([C:14]([O:16]C)=[O:15])[CH2:6][CH2:5][N:4]([C:7]([O:9][C:10]([CH3:13])([CH3:12])[CH3:11])=[O:8])[CH2:3]1.[OH-].[Na+]. The catalyst is CO. The product is [C:10]([O:9][C:7]([N:4]1[CH2:5][CH2:6][C@@:2]([F:1])([C:14]([OH:16])=[O:15])[CH2:3]1)=[O:8])([CH3:13])([CH3:11])[CH3:12]. The yield is 0.990.